Dataset: Full USPTO retrosynthesis dataset with 1.9M reactions from patents (1976-2016). Task: Predict the reactants needed to synthesize the given product. (1) The reactants are: [NH2:1][C:2]1[C:7]([N+:8]([O-:10])=[O:9])=[CH:6][CH:5]=[CH:4][N:3]=1.[H-].[Na+].[Br:13][C:14]1[CH:21]=[CH:20][C:17]([CH2:18]Br)=[CH:16][CH:15]=1. Given the product [Br:13][C:14]1[CH:21]=[CH:20][C:17]([CH2:18][NH:1][C:2]2[C:7]([N+:8]([O-:10])=[O:9])=[CH:6][CH:5]=[CH:4][N:3]=2)=[CH:16][CH:15]=1, predict the reactants needed to synthesize it. (2) Given the product [F:20][C:18]1[CH:17]=[N:16][C:15]2[N:10]([C:6]3[CH:5]=[C:4]([CH:9]=[CH:8][CH:7]=3)[C:3]([OH:41])=[O:2])[C:11](=[O:40])[N:12]([C@H:22]3[CH2:27][CH2:26][C@@H:25]([NH:28][C:29]([C:31]4[N:32]=[C:33]5[CH:38]=[CH:37][CH:36]=[CH:35][N:34]5[CH:39]=4)=[O:30])[CH2:24][CH2:23]3)[C:13](=[O:21])[C:14]=2[CH:19]=1, predict the reactants needed to synthesize it. The reactants are: C[O:2][C:3](=[O:41])[C:4]1[CH:9]=[CH:8][CH:7]=[C:6]([N:10]2[C:15]3[N:16]=[CH:17][C:18]([F:20])=[CH:19][C:14]=3[C:13](=[O:21])[N:12]([CH:22]3[CH2:27][CH2:26][CH:25]([NH:28][C:29]([C:31]4[N:32]=[C:33]5[CH:38]=[CH:37][CH:36]=[CH:35][N:34]5[CH:39]=4)=[O:30])[CH2:24][CH2:23]3)[C:11]2=[O:40])[CH:5]=1.[OH-].[Li+].C(O)(=O)C. (3) Given the product [F:1][C:2]1[C:3]([O:22][CH3:23])=[C:4]([CH:8]([CH3:21])[CH2:9][C:10]([OH:20])([C:16]([F:19])([F:18])[F:17])[C:11]([O:13][CH2:14][CH3:15])=[O:12])[CH:5]=[CH:6][CH:7]=1, predict the reactants needed to synthesize it. The reactants are: [F:1][C:2]1[C:3]([O:22][CH3:23])=[C:4]([C:8](=[CH2:21])[CH2:9][C:10]([OH:20])([C:16]([F:19])([F:18])[F:17])[C:11]([O:13][CH2:14][CH3:15])=[O:12])[CH:5]=[CH:6][CH:7]=1.[H][H]. (4) The reactants are: [CH3:1][C:2]1[CH:7]=[CH:6][CH:5]=[C:4]([C:8]#[C:9][Si](C)(C)C)[N:3]=1.C(=O)([O-])[O-].[K+].[K+]. Given the product [C:8]([C:4]1[CH:5]=[CH:6][CH:7]=[C:2]([CH3:1])[N:3]=1)#[CH:9], predict the reactants needed to synthesize it. (5) Given the product [NH:1]1[C:5]2=[CH:6][N:7]=[CH:8][CH:9]=[C:4]2[C:3]2([CH2:21][CH2:25][O:24][CH2:23][CH2:22]2)[C:2]1=[O:10], predict the reactants needed to synthesize it. The reactants are: [NH:1]1[C:5]2=[CH:6][N:7]=[CH:8][CH:9]=[C:4]2[CH2:3][C:2]1=[O:10].[Li+].C[Si]([N-][Si](C)(C)C)(C)C.[CH2:21]1[CH2:25][O:24][CH2:23][CH2:22]1.BrCCOCCBr. (6) Given the product [C:22]1(=[O:24])[CH2:18][CH2:19][CH2:20][CH2:21]1.[Cl:8][C:9]1([Cl:14])[CH2:12][C:11](=[O:13])[CH2:10]1, predict the reactants needed to synthesize it. The reactants are: ClC(Cl)(Cl)C(Cl)=O.[Cl:8][C:9]1([Cl:14])[CH2:12][C:11](=[O:13])[CH2:10]1.ClC1[CH:21]=[CH:20][CH:19]=[C:18]([C:22]([O:24]O)=O)C=1.C(=O)([O-])O.[Na+].ClC(Cl)=C=O.[N+](=C)=[N-]. (7) Given the product [C:16]([C:18]1[N:22]([CH3:23])[C:21]([C:2]2[CH:7]=[CH:6][C:5]([S:8]([NH:11][CH2:12][CH2:13][CH3:14])(=[O:10])=[O:9])=[CH:4][C:3]=2[F:15])=[CH:20][CH:19]=1)#[N:17], predict the reactants needed to synthesize it. The reactants are: Br[C:2]1[CH:7]=[CH:6][C:5]([S:8]([NH:11][CH2:12][CH2:13][CH3:14])(=[O:10])=[O:9])=[CH:4][C:3]=1[F:15].[C:16]([C:18]1[N:22]([CH3:23])[C:21](B(O)O)=[CH:20][CH:19]=1)#[N:17].[F-].[K+].C(P(C(C)(C)C)C(C)(C)C)(C)(C)C. (8) Given the product [NH2:9][C:8]1[C:7]2[C:2](=[CH:3][N:4]=[CH:5][CH:6]=2)[S:14][C:13]=1[C:12]([O:11][CH3:10])=[O:15], predict the reactants needed to synthesize it. The reactants are: Cl[C:2]1[CH:3]=[N:4][CH:5]=[CH:6][C:7]=1[C:8]#[N:9].[CH3:10][O:11][C:12](=[O:15])[CH2:13][SH:14].C([O-])([O-])=O.[K+].[K+]. (9) The reactants are: [CH3:1][C:2]([O:5][C:6]([N:8]([CH3:14])[C@H:9]([C:11]([OH:13])=O)[CH3:10])=[O:7])([CH3:4])[CH3:3].ON1C2C=CC=CC=2N=N1.C(N(C(C)C)CC)(C)C.[NH2:34][C:35]1[CH:36]=[CH:37][C:38]([O:53][CH3:54])=[C:39]([NH:41][S:42]([C:45]2[CH:50]=[CH:49][C:48](Br)=[CH:47][C:46]=2[Cl:52])(=[O:44])=[O:43])[CH:40]=1. Given the product [Cl:52][C:46]1[CH:47]=[CH:48][CH:49]=[CH:50][C:45]=1[S:42]([NH:41][C:39]1[CH:40]=[C:35]([NH:34][C:11](=[O:13])[C@@H:9]([N:8]([CH3:14])[C:6](=[O:7])[O:5][C:2]([CH3:1])([CH3:3])[CH3:4])[CH3:10])[CH:36]=[CH:37][C:38]=1[O:53][CH3:54])(=[O:43])=[O:44], predict the reactants needed to synthesize it. (10) Given the product [Br:17][C:18]1[N:19]=[CH:20][C:21]([O:32][CH3:33])=[C:22]2[C:26]([C:27](=[O:31])[C:28]([N:11]3[CH2:10][CH2:9][C:8]4[C:13](=[CH:14][CH:15]=[CH:16][C:7]=4[C:2]4[CH:3]=[CH:4][CH:5]=[CH:6][N:1]=4)[CH2:12]3)=[O:29])=[CH:25][NH:24][C:23]=12, predict the reactants needed to synthesize it. The reactants are: [N:1]1[CH:6]=[CH:5][CH:4]=[CH:3][C:2]=1[C:7]1[CH:16]=[CH:15][CH:14]=[C:13]2[C:8]=1[CH2:9][CH2:10][NH:11][CH2:12]2.[Br:17][C:18]1[N:19]=[CH:20][C:21]([O:32][CH3:33])=[C:22]2[C:26]([C:27](=[O:31])[C:28](O)=[O:29])=[CH:25][NH:24][C:23]=12.CCN(C(C)C)C(C)C.[B-](F)(F)(F)F.CN(C(ON1N=NC2C1=CC=CC=2)=[N+](C)C)C.